From a dataset of Full USPTO retrosynthesis dataset with 1.9M reactions from patents (1976-2016). Predict the reactants needed to synthesize the given product. (1) Given the product [CH3:26][O:27][C:28]1[CH:35]=[CH:34][C:31]([CH2:32][NH:33][C:6]([NH:7][C:8]2[S:9][C:10]3[C:16]([C:17]4[CH:22]=[CH:21][CH:20]=[CH:19][CH:18]=4)=[CH:15][CH:14]=[C:13]([O:23][CH3:24])[C:11]=3[N:12]=2)=[O:25])=[CH:30][CH:29]=1, predict the reactants needed to synthesize it. The reactants are: C(O[C:6](=[O:25])[NH:7][C:8]1[S:9][C:10]2[C:16]([C:17]3[CH:22]=[CH:21][CH:20]=[CH:19][CH:18]=3)=[CH:15][CH:14]=[C:13]([O:23][CH3:24])[C:11]=2[N:12]=1)(C)(C)C.[CH3:26][O:27][C:28]1[CH:35]=[CH:34][C:31]([CH2:32][NH2:33])=[CH:30][CH:29]=1. (2) Given the product [CH3:10][N:11]([CH2:12][CH2:13][CH3:14])[C:7]([C:2]1[CH:3]=[N:4][CH:5]=[CH:6][N:1]=1)=[O:9], predict the reactants needed to synthesize it. The reactants are: [N:1]1[CH:6]=[CH:5][N:4]=[CH:3][C:2]=1[C:7]([OH:9])=O.[CH3:10][NH:11][CH2:12][CH2:13][CH3:14].CCN=C=NCCCN(C)C.Cl.C1C=CC2N(O)N=NC=2C=1.O.C(=O)([O-])O.[Na+]. (3) Given the product [CH2:1]([C@@:5]1([CH2:28][CH3:29])[NH:11][C@H:10]([C:12]2[CH:17]=[CH:16][CH:15]=[CH:14][CH:13]=2)[C:9]2[CH:18]=[C:19]([O:24][CH3:25])[C:20]([CH2:22][NH:36][C@H:31]([C:32]([O:34][CH3:35])=[O:33])[CH2:30][S:37][S:38][CH2:39][C@H:40]([NH2:45])[C:41]([O:43][CH3:44])=[O:42])=[CH:21][C:8]=2[S:7](=[O:26])(=[O:27])[CH2:6]1)[CH2:2][CH2:3][CH3:4], predict the reactants needed to synthesize it. The reactants are: [CH2:1]([C@@:5]1([CH2:28][CH3:29])[NH:11][C@H:10]([C:12]2[CH:17]=[CH:16][CH:15]=[CH:14][CH:13]=2)[C:9]2[CH:18]=[C:19]([O:24][CH3:25])[C:20]([CH:22]=O)=[CH:21][C:8]=2[S:7](=[O:27])(=[O:26])[CH2:6]1)[CH2:2][CH2:3][CH3:4].[CH2:30]([S:37][S:38][CH2:39][C@H:40]([NH2:45])[C:41]([O:43][CH3:44])=[O:42])[C@H:31]([NH2:36])[C:32]([O:34][CH3:35])=[O:33]. (4) Given the product [Br:13][C:20]1[C:19]([OH:26])=[C:18]2[C:23]([CH:24]=[CH:25][C:16]([CH3:15])=[N:17]2)=[CH:22][CH:21]=1, predict the reactants needed to synthesize it. The reactants are: C1(C)C=CC=CC=1.C(N)(C)(C)C.[Br:13]Br.[CH3:15][C:16]1[CH:25]=[CH:24][C:23]2[C:18](=[C:19]([OH:26])[CH:20]=[CH:21][CH:22]=2)[N:17]=1. (5) The reactants are: CC(C)([O-])C.[K+].[C:7]([C:9]1[CH:29]=[C:28]([C:30]2[N:35]=[C:34]([NH:36][C:37]3[CH:42]=[CH:41][C:40]([N:43]4[CH2:48][CH2:47][N:46]([CH:49]5[CH2:52][O:51][CH2:50]5)[CH2:45][CH2:44]4)=[CH:39][CH:38]=3)[N:33]=[CH:32][N:31]=2)[CH:27]=[CH:26][C:10]=1[O:11][C@H:12]1[CH2:17][CH2:16][N:15]([C:18]([O:20][C:21]([CH3:24])([CH3:23])[CH3:22])=[O:19])[CH2:14][C@H:13]1[F:25])#[N:8].F[C@H]1[C@@H](O)CCN(C(OC(C)(C)C)=O)C1.FC1C=CC(C2N=C(NC3C=CC(N4CCN(C5COC5)CC4)=CC=3)N=CN=2)=CC=1C#N. Given the product [C:7]([C:9]1[CH:29]=[C:28]([C:30]2[N:35]=[C:34]([NH:36][C:37]3[CH:42]=[CH:41][C:40]([N:43]4[CH2:44][CH2:45][N:46]([CH:49]5[CH2:50][O:51][CH2:52]5)[CH2:47][CH2:48]4)=[CH:39][CH:38]=3)[N:33]=[CH:32][N:31]=2)[CH:27]=[CH:26][C:10]=1[O:11][C@H:12]1[CH2:17][CH2:16][N:15]([C:18]([O:20][C:21]([CH3:24])([CH3:23])[CH3:22])=[O:19])[CH2:14][C@H:13]1[F:25])#[N:8], predict the reactants needed to synthesize it. (6) The reactants are: [CH2:1]([Li])[CH2:2][CH2:3][CH3:4].[I:6]I.C[Si](C)(C)[N-][Si](C)(C)C.[Na+].[CH2:18]([Si:20]([CH2:38][CH3:39])([CH2:36][CH3:37])[O:21][C@H:22]([C:26]1[CH:27]=[C:28]2[C:33](=[CH:34][CH:35]=1)[N:32]=[CH:31][CH:30]=[CH:29]2)CC=O)[CH3:19]. Given the product [I:6][C:3](=[CH:2][CH2:1][C@@H:22]([C:26]1[CH:27]=[C:28]2[C:33](=[CH:34][CH:35]=1)[N:32]=[CH:31][CH:30]=[CH:29]2)[O:21][Si:20]([CH2:38][CH3:39])([CH2:36][CH3:37])[CH2:18][CH3:19])[CH3:4], predict the reactants needed to synthesize it. (7) Given the product [CH3:9][O:10][C:11](=[O:40])/[C:12](/[NH:13][C:14](=[O:33])[C:15]1[CH:20]=[CH:19][C:18]([C:21]([NH:23][CH2:24][C:25]2[CH:30]=[CH:29][CH:28]=[C:27]([OH:31])[CH:26]=2)=[O:22])=[CH:17][C:16]=1[Cl:32])=[CH:51]/[C:45]1[S:44][C:43]([CH2:41][CH3:42])=[N:47][C:46]=1[CH:48]([CH3:49])[CH3:50], predict the reactants needed to synthesize it. The reactants are: CN(C)C(N(C)C)=N.[CH3:9][O:10][C:11](=[O:40])[CH:12](P(OC)(OC)=O)[NH:13][C:14](=[O:33])[C:15]1[CH:20]=[CH:19][C:18]([C:21]([NH:23][CH2:24][C:25]2[CH:30]=[CH:29][CH:28]=[C:27]([OH:31])[CH:26]=2)=[O:22])=[CH:17][C:16]=1[Cl:32].[CH2:41]([C:43]1[S:44][C:45]([CH:51]=O)=[C:46]([CH:48]([CH3:50])[CH3:49])[N:47]=1)[CH3:42].O. (8) Given the product [CH2:18]([O:8][C:7]1[CH:6]=[CH:5][C:4]([C:9](=[O:11])[CH3:10])=[CH:3][C:2]=1[OH:1])[C:19]1[CH:24]=[CH:23][CH:22]=[CH:21][CH:20]=1, predict the reactants needed to synthesize it. The reactants are: [OH:1][C:2]1[CH:3]=[C:4]([C:9](=[O:11])[CH3:10])[CH:5]=[CH:6][C:7]=1[OH:8].C(=O)([O-])[O-].[K+].[K+].[CH2:18](Br)[C:19]1[CH:24]=[CH:23][CH:22]=[CH:21][CH:20]=1.